The task is: Predict the reactants needed to synthesize the given product.. This data is from Retrosynthesis with 50K atom-mapped reactions and 10 reaction types from USPTO. Given the product COC(=O)c1cc(Cl)ccc1NC(=O)C(CCC(=O)N(C)c1ccc(Cl)cc1)NC(=O)OCc1ccccc1, predict the reactants needed to synthesize it. The reactants are: CNc1ccc(Cl)cc1.COC(=O)c1cc(Cl)ccc1NC(=O)C(CCC(=O)O)NC(=O)OCc1ccccc1.